Dataset: Full USPTO retrosynthesis dataset with 1.9M reactions from patents (1976-2016). Task: Predict the reactants needed to synthesize the given product. (1) Given the product [F:7][C:8]1[CH:13]=[CH:12][C:11]([C:14]([OH:1])=[O:18])=[C:10]([N+:15]([O-:17])=[O:16])[CH:9]=1, predict the reactants needed to synthesize it. The reactants are: [O-:1][Mn](=O)(=O)=O.[K+].[F:7][C:8]1[CH:13]=[CH:12][C:11]([CH3:14])=[C:10]([N+:15]([O-:17])=[O:16])[CH:9]=1.[OH2:18]. (2) Given the product [C:16]([C:18]1[N:22]([CH3:23])[C:21]([C:2]2[CH:7]=[CH:6][C:5]([S:8]([NH:11][CH2:12][CH:13]([CH3:15])[CH3:14])(=[O:10])=[O:9])=[CH:4][CH:3]=2)=[CH:20][CH:19]=1)#[N:17], predict the reactants needed to synthesize it. The reactants are: Br[C:2]1[CH:7]=[CH:6][C:5]([S:8]([NH:11][CH2:12][CH:13]([CH3:15])[CH3:14])(=[O:10])=[O:9])=[CH:4][CH:3]=1.[C:16]([C:18]1[N:22]([CH3:23])[C:21](B(O)O)=[CH:20][CH:19]=1)#[N:17].[F-].[K+].C(P(C(C)(C)C)C(C)(C)C)(C)(C)C. (3) Given the product [ClH:1].[Cl:28][C:23]1[CH:22]=[C:21]([CH:26]=[CH:25][C:24]=1[F:27])[C:20]([NH:19][C@H:16]1[CH2:15][CH2:14][C@@H:13]([NH:12][C:2]2[C:3]3[CH:10]=[CH:9][N:8]([CH3:11])[C:4]=3[N:5]=[CH:6][N:7]=2)[CH2:18][CH2:17]1)=[O:29], predict the reactants needed to synthesize it. The reactants are: [Cl:1][C:2]1[C:3]2[CH:10]=[CH:9][N:8]([CH3:11])[C:4]=2[N:5]=[CH:6][N:7]=1.[NH2:12][C@@H:13]1[CH2:18][CH2:17][C@H:16]([NH:19][C:20](=[O:29])[C:21]2[CH:26]=[CH:25][C:24]([F:27])=[C:23]([Cl:28])[CH:22]=2)[CH2:15][CH2:14]1. (4) The reactants are: [CH3:1][N:2]1[CH2:7][CH2:6][N:5]([CH2:8][C:9]#[CH:10])[CH2:4][CH2:3]1.[F:11][C:12]1[CH:13]=[C:14]([CH:16]=[CH:17][C:18]=1[O:19][C:20]1[CH:25]=[CH:24][N:23]=[C:22]2[CH:26]=[C:27](I)[S:28][C:21]=12)[NH2:15]. Given the product [F:11][C:12]1[CH:13]=[C:14]([NH2:15])[CH:16]=[CH:17][C:18]=1[O:19][C:20]1[CH:25]=[CH:24][N:23]=[C:22]2[CH:26]=[C:27]([C:10]#[C:9][CH2:8][N:5]3[CH2:6][CH2:7][N:2]([CH3:1])[CH2:3][CH2:4]3)[S:28][C:21]=12, predict the reactants needed to synthesize it. (5) Given the product [NH2:32][C:22]1[C:27]([C:28]#[N:29])=[C:26]([NH:20][CH:18]([C:10]2[N:9]([C:4]3[CH:5]=[C:6]([F:8])[CH:7]=[C:2]([F:1])[CH:3]=3)[C:17]3[C:12]([N:11]=2)=[N:13][CH:14]=[CH:15][CH:16]=3)[CH3:19])[N:25]=[CH:24][N:23]=1, predict the reactants needed to synthesize it. The reactants are: [F:1][C:2]1[CH:3]=[C:4]([N:9]2[C:17]3[C:12](=[N:13][CH:14]=[CH:15][CH:16]=3)[N:11]=[C:10]2[CH:18]([NH2:20])[CH3:19])[CH:5]=[C:6]([F:8])[CH:7]=1.Cl[C:22]1[C:27]([C:28]#[N:29])=[CH:26][N:25]=[CH:24][N:23]=1.CC[N:32](C(C)C)C(C)C.